From a dataset of Forward reaction prediction with 1.9M reactions from USPTO patents (1976-2016). Predict the product of the given reaction. (1) Given the reactants Br[C:2]1[CH:7]=[CH:6][C:5]([C:8]2[NH:12][C:11]([C@@H:13]3[CH2:17][C:16]([F:19])([F:18])[CH2:15][N:14]3[C:20](=[O:30])[C@@H:21]([NH:25][C:26](=[O:29])[O:27][CH3:28])[CH:22]([CH3:24])[CH3:23])=[N:10][CH:9]=2)=[CH:4][CH:3]=1.[CH3:31][C:32]1([CH3:48])[C:36]([CH3:38])([CH3:37])[O:35][B:34]([B:34]2[O:35][C:36]([CH3:38])([CH3:37])[C:32]([CH3:48])([CH3:31])[O:33]2)[O:33]1.C([O-])(=O)C.[K+], predict the reaction product. The product is: [F:18][C:16]1([F:19])[CH2:15][N:14]([C:20](=[O:30])[C@@H:21]([NH:25][C:26](=[O:29])[O:27][CH3:28])[CH:22]([CH3:24])[CH3:23])[C@H:13]([C:11]2[NH:12][C:8]([C:5]3[CH:6]=[CH:7][C:2]([B:34]4[O:35][C:36]([CH3:38])([CH3:37])[C:32]([CH3:48])([CH3:31])[O:33]4)=[CH:3][CH:4]=3)=[CH:9][N:10]=2)[CH2:17]1. (2) Given the reactants [CH3:1][O:2][C:3]1[N:8]=[C:7]2[CH:9]=[CH:10][N:11]([Si](C(C)C)(C(C)C)C(C)C)[C:6]2=[CH:5][C:4]=1[B:22]([OH:25])[O:23]C.Cl, predict the reaction product. The product is: [CH3:1][O:2][C:3]1[N:8]=[C:7]2[CH:9]=[CH:10][NH:11][C:6]2=[CH:5][C:4]=1[B:22]([OH:25])[OH:23].